This data is from NCI-60 drug combinations with 297,098 pairs across 59 cell lines. The task is: Regression. Given two drug SMILES strings and cell line genomic features, predict the synergy score measuring deviation from expected non-interaction effect. (1) Drug 1: C1CN1C2=NC(=NC(=N2)N3CC3)N4CC4. Drug 2: B(C(CC(C)C)NC(=O)C(CC1=CC=CC=C1)NC(=O)C2=NC=CN=C2)(O)O. Cell line: OVCAR-5. Synergy scores: CSS=48.6, Synergy_ZIP=-1.56, Synergy_Bliss=-2.90, Synergy_Loewe=-5.30, Synergy_HSA=-1.53. (2) Cell line: MDA-MB-231. Drug 2: C1CN(P(=O)(OC1)NCCCl)CCCl. Synergy scores: CSS=6.44, Synergy_ZIP=0.927, Synergy_Bliss=3.51, Synergy_Loewe=-0.772, Synergy_HSA=3.32. Drug 1: CC1CCC2CC(C(=CC=CC=CC(CC(C(=O)C(C(C(=CC(C(=O)CC(OC(=O)C3CCCCN3C(=O)C(=O)C1(O2)O)C(C)CC4CCC(C(C4)OC)O)C)C)O)OC)C)C)C)OC. (3) Drug 1: CCC1(CC2CC(C3=C(CCN(C2)C1)C4=CC=CC=C4N3)(C5=C(C=C6C(=C5)C78CCN9C7C(C=CC9)(C(C(C8N6C=O)(C(=O)OC)O)OC(=O)C)CC)OC)C(=O)OC)O.OS(=O)(=O)O. Drug 2: C1=CC=C(C=C1)NC(=O)CCCCCCC(=O)NO. Cell line: MCF7. Synergy scores: CSS=25.8, Synergy_ZIP=-7.77, Synergy_Bliss=-3.98, Synergy_Loewe=-7.45, Synergy_HSA=-0.330. (4) Drug 1: C1=CC(=CC=C1C#N)C(C2=CC=C(C=C2)C#N)N3C=NC=N3. Drug 2: CC1=C(N=C(N=C1N)C(CC(=O)N)NCC(C(=O)N)N)C(=O)NC(C(C2=CN=CN2)OC3C(C(C(C(O3)CO)O)O)OC4C(C(C(C(O4)CO)O)OC(=O)N)O)C(=O)NC(C)C(C(C)C(=O)NC(C(C)O)C(=O)NCCC5=NC(=CS5)C6=NC(=CS6)C(=O)NCCC[S+](C)C)O. Cell line: HOP-92. Synergy scores: CSS=18.6, Synergy_ZIP=2.63, Synergy_Bliss=4.82, Synergy_Loewe=-12.8, Synergy_HSA=-1.12. (5) Drug 1: CN(CCCl)CCCl.Cl. Drug 2: C1C(C(OC1N2C=NC3=C2NC=NCC3O)CO)O. Cell line: OVCAR-5. Synergy scores: CSS=14.2, Synergy_ZIP=-2.08, Synergy_Bliss=-0.188, Synergy_Loewe=0.204, Synergy_HSA=-0.249.